From a dataset of Catalyst prediction with 721,799 reactions and 888 catalyst types from USPTO. Predict which catalyst facilitates the given reaction. (1) Reactant: [CH2:1]([C:3]([C:21]1[CH:34]=[C:33]([CH3:35])[C:24]([O:25][CH2:26][C@H:27]2[O:31][C:30](=[O:32])[CH2:29][CH2:28]2)=[C:23]([CH3:36])[CH:22]=1)([C:6]1[CH:11]=[CH:10][C:9](/[CH:12]=[CH:13]/[C:14]([CH2:18][CH3:19])([OH:17])[CH2:15][CH3:16])=[C:8]([CH3:20])[CH:7]=1)[CH2:4][CH3:5])[CH3:2].C[OH:38]. Product: [CH2:1]([C:3]([C:21]1[CH:22]=[C:23]([CH3:36])[C:24]([O:25][CH2:26][C@@H:27]([OH:38])[CH2:28][CH2:29][C:30]([OH:31])=[O:32])=[C:33]([CH3:35])[CH:34]=1)([C:6]1[CH:11]=[CH:10][C:9](/[CH:12]=[CH:13]/[C:14]([CH2:15][CH3:16])([OH:17])[CH2:18][CH3:19])=[C:8]([CH3:20])[CH:7]=1)[CH2:4][CH3:5])[CH3:2]. The catalyst class is: 74. (2) Reactant: [ClH:1].[OH:2][CH2:3][C@@H:4]1[CH2:13][CH2:12][C:11]2[C:6](=[CH:7][CH:8]=[CH:9][CH:10]=2)[N:5]1C(OC(C)(C)C)=O. Product: [ClH:1].[NH:5]1[C:6]2[C:11](=[CH:10][CH:9]=[CH:8][CH:7]=2)[CH2:12][CH2:13][C@H:4]1[CH2:3][OH:2]. The catalyst class is: 5. (3) Reactant: [N:1]1([C:6]2[CH:11]=[C:10]([N+:12]([O-])=O)[C:9]([NH2:15])=[C:8]([CH3:16])[CH:7]=2)[CH:5]=[CH:4][N:3]=[CH:2]1. Product: [N:1]1([C:6]2[CH:11]=[C:10]([NH2:12])[C:9]([NH2:15])=[C:8]([CH3:16])[CH:7]=2)[CH:5]=[CH:4][N:3]=[CH:2]1. The catalyst class is: 386. (4) Reactant: [Cl:1]/[CH:2]=[CH:3]\Cl.C([CH:7]1[CH2:12][CH2:11][CH:10]=[CH:9][CH2:8]1)=C. Product: [Cl:1]/[CH:2]=[CH:3]\[CH:11]1[CH2:10][CH2:9][CH:8]=[CH:7][CH2:12]1. The catalyst class is: 48.